Dataset: Reaction yield outcomes from USPTO patents with 853,638 reactions. Task: Predict the reaction yield, written as a fraction of the theoretical maximum amount of product (1.0 means a 100% yield; for example, 0.34 means a 34% yield). (1) The reactants are [Br:1][C:2]1[CH:11]=[CH:10][C:9]2[C:4](=[CH:5][CH:6]=[C:7]([OH:12])[CH:8]=2)[CH:3]=1.N1C=CN=C1.[CH3:18][C:19]([Si:22](Cl)([CH3:24])[CH3:23])([CH3:21])[CH3:20].O. The catalyst is CN(C=O)C. The product is [Br:1][C:2]1[CH:11]=[CH:10][C:9]2[C:4](=[CH:5][CH:6]=[C:7]([O:12][Si:22]([C:19]([CH3:21])([CH3:20])[CH3:18])([CH3:24])[CH3:23])[CH:8]=2)[CH:3]=1. The yield is 0.640. (2) The reactants are CCCC[N+](CCCC)(CCCC)CCCC.[F-].[Si]([O:36][CH2:37][C@@H:38]1[CH2:43][CH:42]2[CH:40]([CH2:41]2)[N:39]1[C:44]([O:46][C:47]([CH3:50])([CH3:49])[CH3:48])=[O:45])(C(C)(C)C)(C1C=CC=CC=1)C1C=CC=CC=1.[NH4+].[Cl-]. The catalyst is C1COCC1. The product is [OH:36][CH2:37][C@@H:38]1[CH2:43][CH:42]2[CH:40]([CH2:41]2)[N:39]1[C:44]([O:46][C:47]([CH3:50])([CH3:49])[CH3:48])=[O:45]. The yield is 0.940. (3) The reactants are [Cl:1][C:2]1[CH:3]=[C:4]([CH:9]2[C:18]3[C:13](=[CH:14][CH:15]=[CH:16][CH:17]=3)[C:12](=[N:19][CH3:20])[CH2:11][CH2:10]2)[CH:5]=[CH:6][C:7]=1[Cl:8].ClC1C=CC=CC=1C.[H][H]. The catalyst is [Ni].CO. The product is [CH3:20][NH:19][C@@H:12]1[C:13]2[CH:14]=[CH:15][CH:16]=[CH:17][C:18]=2[C@H:9]([C:4]2[CH:5]=[CH:6][C:7]([Cl:8])=[C:2]([Cl:1])[CH:3]=2)[CH2:10][CH2:11]1. The yield is 0.00760. (4) The reactants are [Cl-].O[NH3+:3].[C:4](=[O:7])([O-])[OH:5].[Na+].CS(C)=O.[OH:13][C:14]([CH3:54])([CH3:53])[CH2:15][N:16]1[CH:24]=[C:23]2[C:18]([CH2:19][CH2:20][CH:21]([N:25]3[C:30](=[O:31])[C:29]([CH2:32][C:33]4[CH:38]=[CH:37][C:36]([C:39]5[C:40]([C:45]#[N:46])=[CH:41][CH:42]=[CH:43][CH:44]=5)=[CH:35][CH:34]=4)=[C:28]([CH2:47][CH2:48][CH3:49])[N:27]4[N:50]=[CH:51][N:52]=[C:26]34)[CH2:22]2)=[N:17]1. The catalyst is O.C(OCC)(=O)C. The product is [OH:13][C:14]([CH3:53])([CH3:54])[CH2:15][N:16]1[CH:24]=[C:23]2[C:18]([CH2:19][CH2:20][CH:21]([N:25]3[C:30](=[O:31])[C:29]([CH2:32][C:33]4[CH:38]=[CH:37][C:36]([C:39]5[CH:44]=[CH:43][CH:42]=[CH:41][C:40]=5[C:45]5[NH:3][C:4](=[O:7])[O:5][N:46]=5)=[CH:35][CH:34]=4)=[C:28]([CH2:47][CH2:48][CH3:49])[N:27]4[N:50]=[CH:51][N:52]=[C:26]34)[CH2:22]2)=[N:17]1. The yield is 0.340.